From a dataset of Catalyst prediction with 721,799 reactions and 888 catalyst types from USPTO. Predict which catalyst facilitates the given reaction. (1) Reactant: [F:1][C:2]1[CH:3]=[C:4]([S:8]([C:11]2[CH:12]=[C:13]3[C:17](=[CH:18][CH:19]=2)[NH:16][N:15]=[C:14]3[NH2:20])(=[O:10])=[O:9])[CH:5]=[CH:6][CH:7]=1.[F:21][C:22]([F:33])([F:32])[C:23](O[C:23](=[O:24])[C:22]([F:33])([F:32])[F:21])=[O:24]. Product: [F:21][C:22]([F:33])([F:32])[C:23]([NH:20][C:14]1[C:13]2[C:17](=[CH:18][CH:19]=[C:11]([S:8]([C:4]3[CH:5]=[CH:6][CH:7]=[C:2]([F:1])[CH:3]=3)(=[O:10])=[O:9])[CH:12]=2)[NH:16][N:15]=1)=[O:24]. The catalyst class is: 4. (2) Reactant: C([O:9][CH2:10][C:11]1[CH:16]=[C:15]([N:17]2[C:22]3[CH:23]=[CH:24][C:25]([NH:27][S:28]([CH3:31])(=[O:30])=[O:29])=[CH:26][C:21]=3[O:20][C:19]([CH3:33])([CH3:32])[C:18]2=[O:34])[CH:14]=[CH:13][C:12]=1[Cl:35])(=O)C1C=CC=CC=1.CO.[OH-].[Na+].[Cl-].[NH4+]. Product: [Cl:35][C:12]1[CH:13]=[CH:14][C:15]([N:17]2[C:22]3[CH:23]=[CH:24][C:25]([NH:27][S:28]([CH3:31])(=[O:30])=[O:29])=[CH:26][C:21]=3[O:20][C:19]([CH3:33])([CH3:32])[C:18]2=[O:34])=[CH:16][C:11]=1[CH2:10][OH:9]. The catalyst class is: 7. (3) Reactant: [CH3:1][O:2][C:3](=[O:21])/[CH:4]=[CH:5]/[C:6]1[CH:11]=[CH:10][C:9]([CH:12]2[CH2:16][CH2:15][CH2:14][N:13]2[CH2:17][CH2:18][C:19]#[N:20])=[CH:8][CH:7]=1.[N:22]([Sn](C)(C)C)=[N+:23]=[N-:24]. Product: [CH3:1][O:2][C:3](=[O:21])/[CH:4]=[CH:5]/[C:6]1[CH:11]=[CH:10][C:9]([CH:12]2[CH2:16][CH2:15][CH2:14][N:13]2[CH2:17][CH2:18][C:19]2[NH:24][N:23]=[N:22][N:20]=2)=[CH:8][CH:7]=1. The catalyst class is: 113. (4) Reactant: FC(F)(F)[C:3]([OH:5])=O.[N:8]1C=[CH:12][CH:11]=[CH:10][C:9]=1[C:14]([OH:16])=O.[CH2:17](Cl)[CH2:18]Cl.C1C=CC2N(O)N=[N:27][C:25]=2C=1.C[N:32]1[CH2:37][CH2:36][O:35][CH2:34][CH2:33]1.[CH2:38](Cl)Cl. Product: [CH3:3][O:5][N:27]([CH3:25])[C:14]([CH:9]([NH:8][C:36]([C:37]1[CH:18]=[CH:17][CH:34]=[CH:33][N:32]=1)=[O:35])[CH2:10][CH:11]([CH3:12])[CH3:38])=[O:16]. The catalyst class is: 3. (5) Reactant: [N:1]1[CH:2]=[C:3]([S:10]([N:13]2[C:21]3[C:16](=[N:17][CH:18]=[C:19]([C:22]4[CH:23]=[N:24][N:25]([CH:27]5[CH2:32][CH2:31][NH:30][CH2:29][CH2:28]5)[CH:26]=4)[CH:20]=3)[CH:15]=[N:14]2)(=[O:12])=[O:11])[N:4]2[CH:9]=[CH:8][CH:7]=[CH:6][C:5]=12.[C:33](O)(=O)[CH3:34].C([BH3-])#N.[Na+]. The catalyst class is: 138. Product: [N:1]1[CH:2]=[C:3]([S:10]([N:13]2[C:21]3[C:16](=[N:17][CH:18]=[C:19]([C:22]4[CH:23]=[N:24][N:25]([CH:27]5[CH2:32][CH2:31][N:30]([CH2:33][CH3:34])[CH2:29][CH2:28]5)[CH:26]=4)[CH:20]=3)[CH:15]=[N:14]2)(=[O:11])=[O:12])[N:4]2[CH:9]=[CH:8][CH:7]=[CH:6][C:5]=12.